This data is from Full USPTO retrosynthesis dataset with 1.9M reactions from patents (1976-2016). The task is: Predict the reactants needed to synthesize the given product. (1) Given the product [O:1]1[C:5]2[CH:6]=[CH:7][C:8]([C:10]([C:12]3[CH:17]=[CH:16][C:15]([O:18][CH3:19])=[CH:14][CH:13]=3)=[O:11])=[CH:9][C:4]=2[O:3][CH2:2]1, predict the reactants needed to synthesize it. The reactants are: [O:1]1[C:5]2[CH:6]=[CH:7][C:8]([CH:10]([C:12]3[CH:17]=[CH:16][C:15]([O:18][CH3:19])=[CH:14][CH:13]=3)[OH:11])=[CH:9][C:4]=2[O:3][CH2:2]1. (2) Given the product [F:6][C:7]1[CH:8]=[C:9](/[CH:18]=[CH:19]/[C:20]([NH:23][CH:24]2[C:32]3[C:27](=[CH:28][CH:29]=[CH:30][CH:31]=3)[CH2:26][CH2:25]2)=[O:22])[CH:10]=[CH:11][C:12]=1[N:13]1[CH:17]=[CH:16][N:15]=[CH:14]1, predict the reactants needed to synthesize it. The reactants are: CN(C=O)C.[F:6][C:7]1[CH:8]=[C:9](/[CH:18]=[CH:19]/[C:20]([OH:22])=O)[CH:10]=[CH:11][C:12]=1[N:13]1[CH:17]=[CH:16][N:15]=[CH:14]1.[NH2:23][CH:24]1[C:32]2[C:27](=[CH:28][CH:29]=[CH:30][CH:31]=2)[CH2:26][CH2:25]1.C1CN([P+](ON2N=NC3C=CC=CC2=3)(N2CCCC2)N2CCCC2)CC1.F[P-](F)(F)(F)(F)F.